Dataset: Catalyst prediction with 721,799 reactions and 888 catalyst types from USPTO. Task: Predict which catalyst facilitates the given reaction. (1) Reactant: [S:1](=[O:5])(=[O:4])([OH:3])[OH:2].[CH3:6][N:7]([C:9]([N:12]([CH3:14])[CH3:13])(Cl)[Cl:10])[CH3:8]. Product: [S:1]([O-:5])([OH:4])(=[O:3])=[O:2].[CH3:6][N:7]([C+:9]([N:12]([CH3:14])[CH3:13])[Cl:10])[CH3:8]. The catalyst class is: 6. (2) The catalyst class is: 5. Reactant: [CH2:1]([O:8][CH2:9][N:10]1[C:18]2[C:17](Cl)=[N:16][CH:15]=[N:14][C:13]=2[C:12]([CH2:20][N:21]([CH3:30])[C@@H:22]([C@H:25]([OH:29])[CH2:26][S:27][CH3:28])[CH2:23][OH:24])=[CH:11]1)[C:2]1[CH:7]=[CH:6][CH:5]=[CH:4][CH:3]=1.[NH3:31]. Product: [NH3:10].[NH2:31][C:17]1[C:18]2[N:10]([CH2:9][O:8][CH2:1][C:2]3[CH:7]=[CH:6][CH:5]=[CH:4][CH:3]=3)[CH:11]=[C:12]([CH2:20][N:21]([CH3:30])[C@@H:22]([C@H:25]([OH:29])[CH2:26][S:27][CH3:28])[CH2:23][OH:24])[C:13]=2[N:14]=[CH:15][N:16]=1.